From a dataset of Full USPTO retrosynthesis dataset with 1.9M reactions from patents (1976-2016). Predict the reactants needed to synthesize the given product. (1) Given the product [N:1]1[C:10]2[C:5](=[CH:6][CH:7]=[CH:8][CH:9]=2)[CH:4]=[CH:3][C:2]=1[CH2:11][CH2:12][N:14]1[C:18](=[O:19])[CH2:17][CH2:16][C:15]1=[O:20], predict the reactants needed to synthesize it. The reactants are: [N:1]1[C:10]2[C:5](=[CH:6][CH:7]=[CH:8][CH:9]=2)[CH:4]=[CH:3][C:2]=1[CH2:11][CH2:12]O.[NH:14]1[C:18](=[O:19])[CH2:17][CH2:16][C:15]1=[O:20].C1(P(C2C=CC=CC=2)C2C=CC=CC=2)C=CC=CC=1.CCOC(/N=N/C(OCC)=O)=O. (2) Given the product [NH2:17][C:14]1[CH:15]=[CH:16][C:11]([C:10]2[C:3]3[C:4](=[N:5][CH:6]=[N:7][C:2]=3[NH2:1])[N:8]([CH:27]([CH3:28])[CH3:29])[N:9]=2)=[CH:12][C:13]=1[OH:25], predict the reactants needed to synthesize it. The reactants are: [NH2:1][C:2]1[N:7]=[CH:6][N:5]=[C:4]2[N:8]([CH:27]([CH3:29])[CH3:28])[N:9]=[C:10]([C:11]3[CH:16]=[CH:15][C:14]([NH:17]C(=O)OC(C)(C)C)=[C:13]([O:25]C)[CH:12]=3)[C:3]=12.B(Br)(Br)Br.